This data is from NCI-60 drug combinations with 297,098 pairs across 59 cell lines. The task is: Regression. Given two drug SMILES strings and cell line genomic features, predict the synergy score measuring deviation from expected non-interaction effect. Drug 1: CS(=O)(=O)C1=CC(=C(C=C1)C(=O)NC2=CC(=C(C=C2)Cl)C3=CC=CC=N3)Cl. Drug 2: CC12CCC3C(C1CCC2OP(=O)(O)O)CCC4=C3C=CC(=C4)OC(=O)N(CCCl)CCCl.[Na+]. Cell line: HCT-15. Synergy scores: CSS=-1.51, Synergy_ZIP=-7.02, Synergy_Bliss=-10.9, Synergy_Loewe=-12.3, Synergy_HSA=-11.5.